Dataset: Forward reaction prediction with 1.9M reactions from USPTO patents (1976-2016). Task: Predict the product of the given reaction. (1) Given the reactants [CH3:1][N:2]([CH3:31])[C:3]([C@@H:5]1[CH2:9][CH2:8][CH2:7][N:6]1[C:10](=[O:30])[C@@H:11]([NH:22]C(OC(C)(C)C)=O)[CH2:12][C:13]1[C:14]2[CH:21]=[CH:20][CH:19]=[CH:18][C:15]=2[S:16][CH:17]=1)=[O:4].[ClH:32].O1CCOCC1, predict the reaction product. The product is: [ClH:32].[NH2:22][C@@H:11]([CH2:12][C:13]1[C:14]2[CH:21]=[CH:20][CH:19]=[CH:18][C:15]=2[S:16][CH:17]=1)[C:10]([N:6]1[CH2:7][CH2:8][CH2:9][C@H:5]1[C:3]([N:2]([CH3:31])[CH3:1])=[O:4])=[O:30]. (2) Given the reactants [O:1]=[C:2]1[N:11]([C:12]2[CH:17]=[CH:16][C:15]([N:18]3[CH2:23][CH2:22][NH:21][CH2:20][CH2:19]3)=[CH:14][CH:13]=2)[CH:10]=[CH:9][C:8]2[N:7]=[C:6]([C:24]([NH2:26])=[O:25])[CH:5]=[CH:4][C:3]1=2.CC1C=CC(S(O[CH2:38][CH2:39][CH2:40][C:41]2[C:49]3[C:44](=[CH:45][CH:46]=[C:47]([C:50]#[N:51])[CH:48]=3)[NH:43][CH:42]=2)(=O)=O)=CC=1.C(=O)([O-])[O-].[K+].[K+].[I-].[K+], predict the reaction product. The product is: [C:50]([C:47]1[CH:48]=[C:49]2[C:44](=[CH:45][CH:46]=1)[NH:43][CH:42]=[C:41]2[CH2:40][CH2:39][CH2:38][N:21]1[CH2:20][CH2:19][N:18]([C:15]2[CH:14]=[CH:13][C:12]([N:11]3[CH:10]=[CH:9][C:8]4[N:7]=[C:6]([C:24]([NH2:26])=[O:25])[CH:5]=[CH:4][C:3]=4[C:2]3=[O:1])=[CH:17][CH:16]=2)[CH2:23][CH2:22]1)#[N:51]. (3) Given the reactants [F:1][CH2:2][CH:3]([N:5]1[C:13]2[C:8](=[CH:9][CH:10]=[CH:11][CH:12]=2)[C:7](=O)[C:6]1=[O:15])[CH3:4], predict the reaction product. The product is: [F:1][CH2:2][CH:3]([N:5]1[C:13]2[C:8](=[CH:9][CH:10]=[CH:11][CH:12]=2)[CH2:7][C:6]1=[O:15])[CH3:4]. (4) Given the reactants [Br:1][C:2]1[CH:10]=[C:9]2[C:5]([CH:6]=[C:7]([C:21]([N:23]3[CH2:28][CH2:27][N:26]([S:29]([CH:32]4[CH2:34][CH2:33]4)(=[O:31])=[O:30])[CH2:25][CH2:24]3)=[O:22])[N:8]2[CH2:11][CH2:12][O:13][Si](C(C)(C)C)(C)C)=[CH:4][C:3]=1[O:35][CH:36]1[CH2:41][CH2:40][N:39]([CH:42]([CH3:44])[CH3:43])[CH2:38][CH2:37]1.FC(F)(F)C(O)=O, predict the reaction product. The product is: [Br:1][C:2]1[CH:10]=[C:9]2[C:5]([CH:6]=[C:7]([C:21]([N:23]3[CH2:28][CH2:27][N:26]([S:29]([CH:32]4[CH2:34][CH2:33]4)(=[O:30])=[O:31])[CH2:25][CH2:24]3)=[O:22])[N:8]2[CH2:11][CH2:12][OH:13])=[CH:4][C:3]=1[O:35][CH:36]1[CH2:37][CH2:38][N:39]([CH:42]([CH3:44])[CH3:43])[CH2:40][CH2:41]1. (5) Given the reactants Br[C:2]1[C:3]([O:13][CH3:14])=[C:4]([C:10](=[O:12])[CH3:11])[CH:5]=[C:6]([Cl:9])[C:7]=1[CH3:8].[CH2:15]([O:17][CH:18]([N:20]1[CH:24]=[C:23](B2OC(C)(C)C(C)(C)O2)[CH:22]=[N:21]1)[CH3:19])[CH3:16].O, predict the reaction product. The product is: [Cl:9][C:6]1[C:7]([CH3:8])=[C:2]([C:23]2[CH:22]=[N:21][N:20]([CH:18]([O:17][CH2:15][CH3:16])[CH3:19])[CH:24]=2)[C:3]([O:13][CH3:14])=[C:4]([C:10](=[O:12])[CH3:11])[CH:5]=1. (6) Given the reactants [C:1]([NH:9][C:10]1[CH:15]=[CH:14][C:13]([C:16]2[CH:24]=[C:23]3[C:19]([CH2:20][N:21]([C@@H:26]([CH:31]([CH3:33])C)[C:27]([O:29][CH3:30])=[O:28])[C:22]3=[O:25])=[CH:18][CH:17]=2)=[CH:12][CH:11]=1)(=[O:8])[C:2]1[CH:7]=[CH:6][CH:5]=[CH:4][CH:3]=1.NC1C=CC(C2C=C3C(CN(C4(C(OC)=O)CC4)C3=O)=CC=2)=CC=1.[Cl:58]C1C=CC(C(Cl)=O)=CC=1, predict the reaction product. The product is: [Cl:58][C:5]1[CH:4]=[CH:3][C:2]([C:1]([NH:9][C:10]2[CH:11]=[CH:12][C:13]([C:16]3[CH:24]=[C:23]4[C:19]([CH2:20][N:21]([C:26]5([C:27]([O:29][CH3:30])=[O:28])[CH2:33][CH2:31]5)[C:22]4=[O:25])=[CH:18][CH:17]=3)=[CH:14][CH:15]=2)=[O:8])=[CH:7][CH:6]=1. (7) Given the reactants [NH2:1][C:2]1[NH:21][C:5]2=[CH:6][C:7]3[C:8]([CH3:20])([CH3:19])[C:9](=[O:18])[N:10]([CH2:13][CH2:14][CH2:15][CH2:16][CH3:17])[C:11]=3[CH:12]=[C:4]2[N:3]=1.CN(C(ON1N=NC2C=CC=CC1=2)=[N+](C)C)C.[B-](F)(F)(F)F.CCN(C(C)C)C(C)C.[F:53][C:54]([F:66])([F:65])[O:55][C:56]1[CH:64]=[CH:63][CH:62]=[CH:61][C:57]=1[C:58](O)=[O:59], predict the reaction product. The product is: [CH3:19][C:8]1([CH3:20])[C:7]2[CH:6]=[C:5]3[NH:21][C:2]([NH:1][C:58](=[O:59])[C:57]4[CH:61]=[CH:62][CH:63]=[CH:64][C:56]=4[O:55][C:54]([F:53])([F:65])[F:66])=[N:3][C:4]3=[CH:12][C:11]=2[N:10]([CH2:13][CH2:14][CH2:15][CH2:16][CH3:17])[C:9]1=[O:18]. (8) Given the reactants Cl.[C:2]1([C:8]2([NH2:11])[CH2:10][CH2:9]2)[CH:7]=[CH:6][CH:5]=[CH:4][CH:3]=1.C(N(C(C)C)CC)(C)C.[F:21][C:22]1[CH:27]=[CH:26][C:25]([C:28]2[C:36]([C:37](=[O:40])[NH:38][CH3:39])=[C:35]3[N:30]([N:31]=[CH:32][C:33]([C:41]4[C:42]([CH3:52])=[CH:43][C:44]([O:50][CH3:51])=[C:45]([CH:49]=4)[C:46]([OH:48])=[O:47])=[CH:34]3)[N:29]=2)=[CH:24][CH:23]=1.CN(C(ON1N=NC2C=CC=NC1=2)=[N+](C)C)C.F[P-](F)(F)(F)(F)F, predict the reaction product. The product is: [C:46]([O-:48])(=[O:47])[CH3:45].[NH4+:11].[F:21][C:22]1[CH:27]=[CH:26][C:25]([C:28]2[C:36]([C:37]([NH:38][CH3:39])=[O:40])=[C:35]3[N:30]([N:31]=[CH:32][C:33]([C:41]4[CH:49]=[C:45]([C:46](=[O:47])[NH:11][C:8]5([C:2]6[CH:7]=[CH:6][CH:5]=[CH:4][CH:3]=6)[CH2:10][CH2:9]5)[C:44]([O:50][CH3:51])=[CH:43][C:42]=4[CH3:52])=[CH:34]3)[N:29]=2)=[CH:24][CH:23]=1. (9) Given the reactants C(Cl)(=O)OCC(C)C.[CH:9]1([CH2:15][NH:16][C:17]([C@H:19]([NH:23][C:24]2[C:32]([F:33])=[CH:31][C:27]([C:28](O)=[O:29])=[CH:26][N:25]=2)[CH:20]([CH3:22])[CH3:21])=[O:18])[CH2:14][CH2:13][CH2:12][CH2:11][CH2:10]1.CN1CCOCC1, predict the reaction product. The product is: [CH:9]1([CH2:15][NH:16][C:17](=[O:18])[C@@H:19]([CH:20]([CH3:21])[CH3:22])[NH:23][C:24]2[C:32]([F:33])=[CH:31][C:27]([CH2:28][OH:29])=[CH:26][N:25]=2)[CH2:10][CH2:11][CH2:12][CH2:13][CH2:14]1. (10) Given the reactants [C:1]1([SH:7])[CH:6]=[CH:5][CH:4]=[CH:3][CH:2]=1.Cl[C:9]1[C:22]2[C:21](=[O:23])[C:20]3[C:15](=[CH:16][CH:17]=[CH:18][CH:19]=3)[C:14](=[O:24])[C:13]=2[CH:12]=[CH:11][CH:10]=1.C(=O)([O-])[O-].[K+].[K+], predict the reaction product. The product is: [C:1]1([S:7][C:16]2[C:15]3[C:14](=[O:24])[C:13]4[C:22](=[CH:9][CH:10]=[CH:11][CH:12]=4)[C:21](=[O:23])[C:20]=3[CH:19]=[CH:18][CH:17]=2)[CH:6]=[CH:5][CH:4]=[CH:3][CH:2]=1.